Regression. Given a peptide amino acid sequence and an MHC pseudo amino acid sequence, predict their binding affinity value. This is MHC class I binding data. From a dataset of Peptide-MHC class I binding affinity with 185,985 pairs from IEDB/IMGT. The peptide sequence is RRWQQLLALA. The MHC is HLA-B27:05 with pseudo-sequence HLA-B27:05. The binding affinity (normalized) is 0.896.